From a dataset of Full USPTO retrosynthesis dataset with 1.9M reactions from patents (1976-2016). Predict the reactants needed to synthesize the given product. The reactants are: [CH2:1]([O:3][C:4]1[CH:5]=[C:6]([F:12])[C:7]([F:11])=[C:8]([OH:10])[CH:9]=1)[CH3:2].N1C=CC=CC=1.[F:19][C:20]([F:33])([F:32])[S:21](O[S:21]([C:20]([F:33])([F:32])[F:19])(=[O:23])=[O:22])(=[O:23])=[O:22].C(O)(=O)CC(CC(O)=O)(C(O)=O)O. Given the product [F:19][C:20]([F:33])([F:32])[S:21]([O:10][C:8]1[CH:9]=[C:4]([O:3][CH2:1][CH3:2])[CH:5]=[C:6]([F:12])[C:7]=1[F:11])(=[O:23])=[O:22], predict the reactants needed to synthesize it.